This data is from Catalyst prediction with 721,799 reactions and 888 catalyst types from USPTO. The task is: Predict which catalyst facilitates the given reaction. (1) The catalyst class is: 11. Reactant: [Cl:1][C:2]1[CH:18]=[CH:17][C:5]([CH2:6][CH:7]2[C:11]([CH2:13][OH:14])(O)[C:10]([CH3:16])([CH3:15])[CH2:9][CH2:8]2)=[CH:4][CH:3]=1.CN(C)C1CCCCC1.CS(Cl)(=O)=O.[OH-].[Na+]. Product: [Cl:1][C:2]1[CH:18]=[CH:17][C:5]([CH2:6][CH:7]2[C:11]3([O:14][CH2:13]3)[C:10]([CH3:16])([CH3:15])[CH2:9][CH2:8]2)=[CH:4][CH:3]=1. (2) Reactant: [OH-].[Na+].[Cl:3][C:4]1[C:12]2[S:11]C(N)=[N:9][C:8]=2[C:7]([CH3:14])=[CH:6][CH:5]=1. Product: [NH2:9][C:8]1[C:7]([CH3:14])=[CH:6][CH:5]=[C:4]([Cl:3])[C:12]=1[SH:11]. The catalyst class is: 196. (3) Reactant: [Cl-].[C:2]([C:5]1[N:10]=[CH:9][C:8]([NH:11][C:12](=[O:18])[C@@H:13]([NH3+:17])[CH2:14][C:15]#[N:16])=[CH:7][CH:6]=1)([OH:4])=[O:3].O=C1CCC(=O)N1[C:26]1[CH:34]=[C:33]([N+:35]([O-:37])=[O:36])[CH:32]=[CH:31][C:27]=1[C:28]([O-])=[O:29]. Product: [C:15]([CH2:14][C@H:13]([NH:17][C:28](=[O:29])[C:27]1[CH:31]=[CH:32][C:33]([N+:35]([O-:37])=[O:36])=[CH:34][CH:26]=1)[C:12]([NH:11][C:8]1[CH:7]=[CH:6][C:5]([C:2]([OH:4])=[O:3])=[N:10][CH:9]=1)=[O:18])#[N:16]. The catalyst class is: 3.